From a dataset of Forward reaction prediction with 1.9M reactions from USPTO patents (1976-2016). Predict the product of the given reaction. Given the reactants [Cl:1][C:2]1[S:9][C:8]2[CH:7]=[C:6]([C:10](=[O:24])[NH:11][CH2:12][C:13]3([C:18]4[CH:23]=[CH:22][CH:21]=[CH:20][CH:19]=4)OCC[O:14]3)[NH:5][C:4]=2[C:3]=1[Cl:25].Cl, predict the reaction product. The product is: [C:13]([CH2:12][NH:11][C:10]([C:6]1[NH:5][C:4]2[C:3]([Cl:25])=[C:2]([Cl:1])[S:9][C:8]=2[CH:7]=1)=[O:24])(=[O:14])[C:18]1[CH:23]=[CH:22][CH:21]=[CH:20][CH:19]=1.